Dataset: Reaction yield outcomes from USPTO patents with 853,638 reactions. Task: Predict the reaction yield, written as a fraction of the theoretical maximum amount of product (1.0 means a 100% yield; for example, 0.34 means a 34% yield). (1) The reactants are [CH2:1]([O:8][CH2:9][CH2:10][N:11]1[C:15]([C:16]2[CH:21]=[CH:20][C:19]([O:22]CC3C=CC=CC=3)=[CH:18][C:17]=2[O:30]CC2C=CC=CC=2)=[C:14]([CH:38]2[CH2:43][CH2:42][CH2:41][CH2:40][CH2:39]2)[C:13]2[S:44][C:45]([C:47]([O:49][CH3:50])=[O:48])=[CH:46][C:12]1=2)[C:2]1C=CC=CC=1.Br.C(O)(=[O:54])C. The catalyst is C(O)(=O)C. The product is [C:1]([O:8][CH2:9][CH2:10][N:11]1[C:15]([C:16]2[CH:21]=[CH:20][C:19]([OH:22])=[CH:18][C:17]=2[OH:30])=[C:14]([CH:38]2[CH2:39][CH2:40][CH2:41][CH2:42][CH2:43]2)[C:13]2[S:44][C:45]([C:47]([O:49][CH3:50])=[O:48])=[CH:46][C:12]1=2)(=[O:54])[CH3:2]. The yield is 0.940. (2) The reactants are [Br:1][C:2]1[CH:9]=[CH:8][C:5]([CH:6]=O)=[CH:4][CH:3]=1.[C:10]([CH2:12][C:13]([O:15][CH2:16][CH3:17])=[O:14])#[N:11].N1CCCCC1. The catalyst is C1(C)C=CC=CC=1. The product is [CH2:16]([O:15][C:13](=[O:14])[C:12]([C:10]#[N:11])=[CH:6][C:5]1[CH:8]=[CH:9][C:2]([Br:1])=[CH:3][CH:4]=1)[CH3:17]. The yield is 0.400.